This data is from Reaction yield outcomes from USPTO patents with 853,638 reactions. The task is: Predict the reaction yield, written as a fraction of the theoretical maximum amount of product (1.0 means a 100% yield; for example, 0.34 means a 34% yield). The reactants are [Na:1].C(C1(CCO[C:17]2[CH:22]=[CH:21][N:20]=[C:19]([CH2:23][S:24]([C:26]3[NH:30][C:29]4[CH:31]=[CH:32][CH:33]=[CH:34][C:28]=4[N:27]=3)=[O:25])[C:18]=2[CH3:35])OCC2(OCCO2)CO1)C.ClC1C=CC=C(C(OO)=O)C=1.[CH2:47]([C:49]1([CH2:56][CH3:57])[O:53][CH:52]([CH2:54][OH:55])[CH2:51][O:50]1)[CH3:48]. No catalyst specified. The product is [Na:1].[CH2:56]([C:49]1([CH2:47][CH3:48])[O:53][CH:52]([CH2:54][O:55][C:17]2[CH:22]=[CH:21][N:20]=[C:19]([CH2:23][S:24]([C:26]3[NH:30][C:29]4[CH:31]=[CH:32][CH:33]=[CH:34][C:28]=4[N:27]=3)=[O:25])[C:18]=2[CH3:35])[CH2:51][O:50]1)[CH3:57]. The yield is 0.143.